Dataset: Full USPTO retrosynthesis dataset with 1.9M reactions from patents (1976-2016). Task: Predict the reactants needed to synthesize the given product. (1) Given the product [CH2:1]([O:3][C:4](=[O:18])[C:5]1[CH:10]=[C:9]([F:11])[CH:8]=[C:7]([C:12]2[CH2:16][CH2:15][CH2:14][C:13]=2[C:23]2[CH:22]=[C:21]([C:20]([F:40])([F:19])[F:39])[CH:26]=[CH:25][C:24]=2[O:30][CH2:31][C:32]2[CH:37]=[CH:36][C:35]([F:38])=[CH:34][CH:33]=2)[CH:6]=1)[CH3:2], predict the reactants needed to synthesize it. The reactants are: [CH2:1]([O:3][C:4](=[O:18])[C:5]1[CH:10]=[C:9]([F:11])[CH:8]=[C:7]([C:12]2[CH2:16][CH2:15][CH2:14][C:13]=2Br)[CH:6]=1)[CH3:2].[F:19][C:20]([F:40])([F:39])[C:21]1[CH:22]=[CH:23][C:24]([O:30][CH2:31][C:32]2[CH:37]=[CH:36][C:35]([F:38])=[CH:34][CH:33]=2)=[C:25](B(O)O)[CH:26]=1. (2) Given the product [Cl:16][C:17]1[CH:22]=[C:21]([C:2]2[N:6]([CH3:7])[CH:5]=[N:4][C:3]=2[C:8]2[CH:13]=[C:12]([C:14]#[N:15])[CH:11]=[CH:10][N:9]=2)[CH:20]=[CH:19][CH:18]=1, predict the reactants needed to synthesize it. The reactants are: Br[C:2]1[N:6]([CH3:7])[CH:5]=[N:4][C:3]=1[C:8]1[CH:13]=[C:12]([C:14]#[N:15])[CH:11]=[CH:10][N:9]=1.[Cl:16][C:17]1[CH:18]=[C:19](B(O)O)[CH:20]=[CH:21][CH:22]=1. (3) Given the product [C:29]([O:33][C:34]([NH:35][C:36]([CH3:48])([CH3:47])[CH2:37][O:38][C:39]1[CH:40]=[CH:41][C:42]([CH2:45][CH2:2][CH2:1][NH:3][C:4]2[CH:9]=[C:8]([O:10][CH3:11])[CH:7]=[CH:6][C:5]=2[CH:12]2[CH2:21][CH2:20][C:19]3[CH:18]=[C:17]([O:22][C:23](=[O:28])[C:24]([CH3:27])([CH3:26])[CH3:25])[CH:16]=[CH:15][C:14]=3[CH2:13]2)=[CH:43][CH:44]=1)=[O:49])([CH3:32])([CH3:30])[CH3:31], predict the reactants needed to synthesize it. The reactants are: [CH2:1]([NH:3][C:4]1[CH:9]=[C:8]([O:10][CH3:11])[CH:7]=[CH:6][C:5]=1[CH:12]1[CH2:21][CH2:20][C:19]2[CH:18]=[C:17]([O:22][C:23](=[O:28])[C:24]([CH3:27])([CH3:26])[CH3:25])[CH:16]=[CH:15][C:14]=2[CH2:13]1)[CH3:2].[C:29]([O:33][C:34](=[O:49])[NH:35][C:36]([CH3:48])([CH3:47])[CH2:37][O:38][C:39]1[CH:44]=[CH:43][C:42]([CH:45]=O)=[CH:41][CH:40]=1)([CH3:32])([CH3:31])[CH3:30].